This data is from NCI-60 drug combinations with 297,098 pairs across 59 cell lines. The task is: Regression. Given two drug SMILES strings and cell line genomic features, predict the synergy score measuring deviation from expected non-interaction effect. (1) Drug 1: CS(=O)(=O)OCCCCOS(=O)(=O)C. Drug 2: CCC1(C2=C(COC1=O)C(=O)N3CC4=CC5=C(C=CC(=C5CN(C)C)O)N=C4C3=C2)O.Cl. Cell line: UACC62. Synergy scores: CSS=55.1, Synergy_ZIP=-0.0319, Synergy_Bliss=2.56, Synergy_Loewe=-31.7, Synergy_HSA=3.65. (2) Drug 1: CC1=C(C=C(C=C1)NC2=NC=CC(=N2)N(C)C3=CC4=NN(C(=C4C=C3)C)C)S(=O)(=O)N.Cl. Drug 2: CS(=O)(=O)CCNCC1=CC=C(O1)C2=CC3=C(C=C2)N=CN=C3NC4=CC(=C(C=C4)OCC5=CC(=CC=C5)F)Cl. Cell line: NCI-H522. Synergy scores: CSS=29.5, Synergy_ZIP=-2.55, Synergy_Bliss=3.99, Synergy_Loewe=-20.0, Synergy_HSA=2.50. (3) Drug 1: C1CCN(CC1)CCOC2=CC=C(C=C2)C(=O)C3=C(SC4=C3C=CC(=C4)O)C5=CC=C(C=C5)O. Drug 2: CC1=C(N=C(N=C1N)C(CC(=O)N)NCC(C(=O)N)N)C(=O)NC(C(C2=CN=CN2)OC3C(C(C(C(O3)CO)O)O)OC4C(C(C(C(O4)CO)O)OC(=O)N)O)C(=O)NC(C)C(C(C)C(=O)NC(C(C)O)C(=O)NCCC5=NC(=CS5)C6=NC(=CS6)C(=O)NCCC[S+](C)C)O. Cell line: NCI-H460. Synergy scores: CSS=9.21, Synergy_ZIP=-3.25, Synergy_Bliss=-0.444, Synergy_Loewe=-14.5, Synergy_HSA=-2.73.